From a dataset of Reaction yield outcomes from USPTO patents with 853,638 reactions. Predict the reaction yield, written as a fraction of the theoretical maximum amount of product (1.0 means a 100% yield; for example, 0.34 means a 34% yield). (1) The reactants are [Cl:1][C:2]1[N:3]=[C:4]2[C:9](=[CH:10][CH:11]=1)[N:8]=[CH:7][C:6]([C:12](=[O:14])[CH3:13])=[C:5]2[NH:15][C@H:16]1[CH2:21][CH2:20][C@H:19]([CH2:22][N:23]([CH3:25])[CH3:24])[CH2:18][CH2:17]1.[CH3:26][C:27]1[CH:32]=[C:31](B2OC(C)(C)C(C)(C)O2)[CH:30]=[C:29]([CH3:42])[C:28]=1[OH:43]. No catalyst specified. The product is [Cl-:1].[Cl-:1].[CH3:24][N:23]([CH2:22][C@H:19]1[CH2:20][CH2:21][C@H:16]([NH:15][C:5]2[C:4]3[C:9](=[CH:10][CH:11]=[C:2]([C:31]4[CH:30]=[C:29]([CH3:42])[C:28]([OH:43])=[C:27]([CH3:26])[CH:32]=4)[N:3]=3)[N:8]=[CH:7][C:6]=2[C:12](=[O:14])[CH3:13])[CH2:17][CH2:18]1)[CH3:25]. The yield is 0.480. (2) The reactants are [F:1][C:2]1[C:3]([NH:12][C:13]2[CH:18]=[CH:17][C:16]([I:19])=[CH:15][C:14]=2[F:20])=[C:4]([CH:8]=[CH:9][C:10]=1[F:11])[C:5]([OH:7])=O.Cl.CN(C)CCCN=C=NCC.Cl.[OH:34][C:35]1([C:39]([NH:41][CH2:42][CH:43]=[CH2:44])=[O:40])[CH2:38][NH:37][CH2:36]1. The catalyst is CN(C)C1C=CN=CC=1.CN(C=O)C. The product is [F:1][C:2]1[C:3]([NH:12][C:13]2[CH:18]=[CH:17][C:16]([I:19])=[CH:15][C:14]=2[F:20])=[C:4]([C:5]([N:37]2[CH2:38][C:35]([OH:34])([C:39]([NH:41][CH2:42][CH:43]=[CH2:44])=[O:40])[CH2:36]2)=[O:7])[CH:8]=[CH:9][C:10]=1[F:11]. The yield is 0.0900. (3) The reactants are [CH:1]([O:4][C:5]1[C:10]2[CH2:11][CH:12]([CH2:14][O:15]S(C3C=CC(C)=CC=3)(=O)=O)[O:13][C:9]=2[CH:8]=[C:7]([C:26](=[O:34])[NH:27][C:28]2[CH:32]=[CH:31][N:30]([CH3:33])[N:29]=2)[CH:6]=1)([CH3:3])[CH3:2].[CH3:35][CH2:36][O-].[Na+]. The catalyst is CCO. The product is [CH3:33][N:30]1[CH:31]=[CH:32][C:28]([NH:27][C:26]([C:7]2[CH:6]=[C:5]([O:4][CH:1]([CH3:3])[CH3:2])[C:10]3[CH2:11][CH:12]([CH2:14][O:15][CH2:35][CH3:36])[O:13][C:9]=3[CH:8]=2)=[O:34])=[N:29]1. The yield is 0.360. (4) The reactants are [C:1]([C:5]1[CH:36]=[CH:35][CH:34]=[CH:33][C:6]=1[O:7][CH:8]1[CH2:13][CH2:12][N:11]([C:14](=[O:32])[CH:15]([C:26]2[CH:31]=[CH:30][CH:29]=[CH:28][CH:27]=2)[C:16](OCC2C=CC=CC=2)=[O:17])[CH2:10][CH2:9]1)([CH3:4])([CH3:3])[CH3:2].[BH4-].[Li+]. No catalyst specified. The product is [C:1]([C:5]1[CH:36]=[CH:35][CH:34]=[CH:33][C:6]=1[O:7][CH:8]1[CH2:13][CH2:12][N:11]([C:14](=[O:32])[CH:15]([C:26]2[CH:27]=[CH:28][CH:29]=[CH:30][CH:31]=2)[CH2:16][OH:17])[CH2:10][CH2:9]1)([CH3:4])([CH3:2])[CH3:3]. The yield is 0.240.